This data is from Reaction yield outcomes from USPTO patents with 853,638 reactions. The task is: Predict the reaction yield, written as a fraction of the theoretical maximum amount of product (1.0 means a 100% yield; for example, 0.34 means a 34% yield). (1) The reactants are [Cl:1][C:2]1[CH:7]=[CH:6][C:5](/[CH:8]=[CH:9]/[N+:10]([O-])=O)=[C:4]([O:13][CH3:14])[CH:3]=1.[H-].[H-].[H-].[H-].[Li+].[Al+3]. The catalyst is C1COCC1. The product is [Cl:1][C:2]1[CH:7]=[CH:6][C:5]([CH2:8][CH2:9][NH2:10])=[C:4]([O:13][CH3:14])[CH:3]=1. The yield is 0.751. (2) The reactants are CN(/C=[N:5]/[C:6]1[C:11]2[C:12]([C:15]3[CH:20]=[CH:19][C:18]([NH:21][C:22]([C:24]4[N:25]([CH3:33])[C:26]5[C:31]([CH:32]=4)=[CH:30][CH:29]=[CH:28][CH:27]=5)=[O:23])=[C:17]([O:34][CH3:35])[CH:16]=3)=[CH:13][S:14][C:10]=2[C:9]([NH:36][S:37]([C:40]2[S:41][CH:42]=[CH:43][CH:44]=2)(=[O:39])=[O:38])=[CH:8][N:7]=1)C.Cl. The catalyst is O1CCOCC1. The product is [NH2:5][C:6]1[C:11]2[C:12]([C:15]3[CH:20]=[CH:19][C:18]([NH:21][C:22]([C:24]4[N:25]([CH3:33])[C:26]5[C:31]([CH:32]=4)=[CH:30][CH:29]=[CH:28][CH:27]=5)=[O:23])=[C:17]([O:34][CH3:35])[CH:16]=3)=[CH:13][S:14][C:10]=2[C:9]([NH:36][S:37]([C:40]2[S:41][CH:42]=[CH:43][CH:44]=2)(=[O:38])=[O:39])=[CH:8][N:7]=1. The yield is 0.450.